From a dataset of Plasma protein binding rate (PPBR) regression data from AstraZeneca. Regression/Classification. Given a drug SMILES string, predict its absorption, distribution, metabolism, or excretion properties. Task type varies by dataset: regression for continuous measurements (e.g., permeability, clearance, half-life) or binary classification for categorical outcomes (e.g., BBB penetration, CYP inhibition). For this dataset (ppbr_az), we predict Y. (1) The compound is Cc1c(Sc2ccc(Cl)cc2)c2c(S(C)(=O)=O)cccc2n1CC(=O)O. The Y is 96.5 %. (2) The drug is CC(C)(C)NCC(O)COc1nsnc1N1CCOCC1. The Y is 40.3 %. (3) The compound is O=C1NCCc2[nH]c(-c3ccncc3)cc21. The Y is 41.5 %. (4) The molecule is O=C(O)Cc1ccc(N2CCC(CN3CCC(Oc4ccc(Cl)c(Cl)c4)CC3)CC2)cc1. The Y is 98.0 %. (5) The molecule is CN[C@@H](C)C(=O)N[C@H](C(=O)N[C@H]1CCN(CCc2ccccc2)C1)C1CCCCC1. The Y is 55.7 %. (6) The molecule is Nc1[nH]ncc1-c1cc(Cl)ccc1Oc1cc(F)c(S(=O)(=O)Nc2cscn2)cc1Cl. The Y is 99.8 %. (7) The molecule is NC(=O)Nc1sc(-c2ccc(CN3CCCCC3)cc2)cc1C(N)=O. The Y is 66.6 %.